Task: Predict the reactants needed to synthesize the given product.. Dataset: Full USPTO retrosynthesis dataset with 1.9M reactions from patents (1976-2016) (1) Given the product [CH3:22][C@:19]12[C@@:18]3([CH3:23])[C@@H:9]([C@:10]4([CH3:37])[C@@H:15]([CH2:16][CH2:17]3)[C:14]([CH3:24])([CH3:25])[C:13]([C:26]3[CH2:31][CH2:30][CH:29]([C:32]([O:34][CH2:35][CH3:36])=[O:33])[CH2:28][CH:27]=3)=[CH:12][CH2:11]4)[CH2:8][CH2:7][C@@H:6]1[C@H:5]1[C@H:38]([C:41]([CH3:43])=[CH2:42])[CH2:39][CH2:40][C@:4]1([NH:1][CH2:2][CH2:3][N:53]1[CH2:58][CH2:57][O:56][CH2:55][CH2:54]1)[CH2:21][CH2:20]2, predict the reactants needed to synthesize it. The reactants are: [N:1]1([C@:4]23[CH2:40][CH2:39][C@@H:38]([C:41]([CH3:43])=[CH2:42])[C@@H:5]2[C@@H:6]2[C@@:19]([CH3:22])([CH2:20][CH2:21]3)[C@@:18]3([CH3:23])[C@@H:9]([C@:10]4([CH3:37])[C@@H:15]([CH2:16][CH2:17]3)[C:14]([CH3:25])([CH3:24])[C:13]([C:26]3[CH2:31][CH2:30][CH:29]([C:32]([O:34][CH2:35][CH3:36])=[O:33])[CH2:28][CH:27]=3)=[CH:12][CH2:11]4)[CH2:8][CH2:7]2)[CH2:3][CH2:2]1.CCN(C(C)C)C(C)C.[NH:53]1[CH2:58][CH2:57][O:56][CH2:55][CH2:54]1. (2) The reactants are: [N:1]1[CH:2]=[N:3][N:4]2[CH:9]=[C:8]([C:10]3[N:11]=[C:12]([CH2:22][C:23]4[CH:24]=[C:25]([CH:28]=[CH:29][CH:30]=4)[C:26]#[N:27])[NH:13][C:14]=3[C:15]3[CH:20]=[CH:19][CH:18]=[C:17]([CH3:21])[N:16]=3)[CH:7]=[CH:6][C:5]=12.[OH:31]O.[OH-].[Na+].Cl. Given the product [N:1]1[CH:2]=[N:3][N:4]2[CH:9]=[C:8]([C:10]3[N:11]=[C:12]([CH2:22][C:23]4[CH:24]=[C:25]([CH:28]=[CH:29][CH:30]=4)[C:26]([NH2:27])=[O:31])[NH:13][C:14]=3[C:15]3[CH:20]=[CH:19][CH:18]=[C:17]([CH3:21])[N:16]=3)[CH:7]=[CH:6][C:5]=12, predict the reactants needed to synthesize it. (3) Given the product [F:1][C:2]1[CH:7]=[CH:6][C:5]([F:8])=[CH:4][C:3]=1[C@H:9]1[CH2:13][CH2:12][CH2:11][N:10]1[C:14]1[CH:19]=[CH:18][N:17]2[N:20]=[CH:21][C:22]([C:23]#[CH:24])=[C:16]2[N:15]=1, predict the reactants needed to synthesize it. The reactants are: [F:1][C:2]1[CH:7]=[CH:6][C:5]([F:8])=[CH:4][C:3]=1[C@H:9]1[CH2:13][CH2:12][CH2:11][N:10]1[C:14]1[CH:19]=[CH:18][N:17]2[N:20]=[CH:21][C:22]([C:23]#[C:24][Si](C)(C)C)=[C:16]2[N:15]=1.CCCC[N+](CCCC)(CCCC)CCCC.[F-].